From a dataset of Experimentally validated miRNA-target interactions with 360,000+ pairs, plus equal number of negative samples. Binary Classification. Given a miRNA mature sequence and a target amino acid sequence, predict their likelihood of interaction. The miRNA is mmu-miR-3105-5p with sequence AGAGCAAGCCCGUAAGCAGCGU. The protein sequence of the target gene is MERKNPSRESPRRLSAKVGKGTEMKKVARQLGMAAAESDKDSGFSDGSSECLSSAEQMESEDMLSALGWSREDRPRQNSKTAKNAFPTLSPMVVMKNVLVKQGSSSSQLQSWTVQPSFEVISAQPQLLFLHPPVPSPVSPCHTGEKKSDSRNYLPILNSYTKIAPHPGKRGLSLGPEEKGTSGVQKKICTERLGPSLSSSEPTKAGAVPSSPSTPAPPSAKLAEDSALQGVPSLVAGGSPQTLQPVSSSHVAKAPSLTFASPASPVCASDSTLHGLESNSPLSPLSANYSSPLWAAEHLC.... Result: 0 (no interaction).